From a dataset of Forward reaction prediction with 1.9M reactions from USPTO patents (1976-2016). Predict the product of the given reaction. (1) The product is: [OH:19][CH2:18][CH2:17][CH2:16][C@H:7]([NH:8][C:9]([O:11][C:12]([CH3:15])([CH3:14])[CH3:13])=[O:10])[C:6]([O:5][C:1]([CH3:4])([CH3:2])[CH3:3])=[O:21]. Given the reactants [C:1]([O:5][C:6](=[O:21])[C@H:7]([CH2:16][CH2:17][C:18](O)=[O:19])[NH:8][C:9]([O:11][C:12]([CH3:15])([CH3:14])[CH3:13])=[O:10])([CH3:4])([CH3:3])[CH3:2].C(N(CC)CC)C.ClC(OCC)=O.[BH4-].[Na+].Cl, predict the reaction product. (2) Given the reactants C([O-])([O-])=O.[K+].[K+].Br[C:8]1[CH:15]=[CH:14][C:11]([C:12]#[N:13])=[CH:10][CH:9]=1.[F:16][C:17]1[CH:18]=[C:19]([OH:23])[CH:20]=[CH:21][CH:22]=1, predict the reaction product. The product is: [F:16][C:17]1[CH:18]=[C:19]([CH:20]=[CH:21][CH:22]=1)[O:23][C:8]1[CH:15]=[CH:14][C:11]([C:12]#[N:13])=[CH:10][CH:9]=1. (3) Given the reactants [CH3:1][C:2]([C:4]1[C:13]2[C:8](=[CH:9][CH:10]=[CH:11][CH:12]=2)[CH:7]=[CH:6][CH:5]=1)=[O:3].[CH2:14]=O.[ClH:16].[CH3:17][NH:18][CH3:19].Cl, predict the reaction product. The product is: [ClH:16].[CH3:17][N:18]([CH3:14])[CH2:19][CH2:1][C:2]([C:4]1[C:13]2[C:8](=[CH:9][CH:10]=[CH:11][CH:12]=2)[CH:7]=[CH:6][CH:5]=1)=[O:3]. (4) Given the reactants [OH:1][C:2]1[CH:6]=[C:5]([N:7]2[C:15]3[CH:14]=[C:13]([C:16](=[O:26])[NH:17][CH2:18][CH2:19][N:20]4[CH2:25][CH2:24][O:23][CH2:22][CH2:21]4)[N:12]=[CH:11][C:10]=3[N:9]=[CH:8]2)[S:4][C:3]=1[C:27]([O:29][CH3:30])=[O:28].C([O-])([O-])=O.[K+].[K+].Br[CH2:38][C:39]1[CH:44]=[CH:43][CH:42]=[CH:41][C:40]=1[C:45]([F:48])([F:47])[F:46], predict the reaction product. The product is: [N:20]1([CH2:19][CH2:18][NH:17][C:16]([C:13]2[N:12]=[CH:11][C:10]3[N:9]=[CH:8][N:7]([C:5]4[S:4][C:3]([C:27]([O:29][CH3:30])=[O:28])=[C:2]([O:1][CH2:38][C:39]5[CH:44]=[CH:43][CH:42]=[CH:41][C:40]=5[C:45]([F:46])([F:47])[F:48])[CH:6]=4)[C:15]=3[CH:14]=2)=[O:26])[CH2:21][CH2:22][O:23][CH2:24][CH2:25]1. (5) Given the reactants [Si:1]([O:8][CH2:9][CH2:10][NH:11][C:12]1[CH:17]=[CH:16][C:15]([N+:18]([O-])=O)=[CH:14][CH:13]=1)([C:4]([CH3:7])([CH3:6])[CH3:5])([CH3:3])[CH3:2], predict the reaction product. The product is: [CH3:7][C:4]([Si:1]([O:8][CH2:9][CH2:10][NH:11][C:12]1[CH:17]=[CH:16][C:15]([NH2:18])=[CH:14][CH:13]=1)([CH3:3])[CH3:2])([CH3:5])[CH3:6]. (6) Given the reactants [CH3:1][C:2]1([CH3:26])[C:11]2[C:6](=[CH:7][C:8](/[CH:12]=[CH:13]/[C:14]3[CH:23]=[CH:22][C:17]([C:18]([O:20]C)=[O:19])=[CH:16][CH:15]=3)=[CH:9][CH:10]=2)[C:5]([CH3:25])([CH3:24])[CH2:4][CH2:3]1.[OH-].[K+], predict the reaction product. The product is: [CH3:1][C:2]1([CH3:26])[C:11]2[C:6](=[CH:7][C:8](/[CH:12]=[CH:13]/[C:14]3[CH:15]=[CH:16][C:17]([C:18]([OH:20])=[O:19])=[CH:22][CH:23]=3)=[CH:9][CH:10]=2)[C:5]([CH3:25])([CH3:24])[CH2:4][CH2:3]1. (7) Given the reactants [Br:1][C:2]1[C:10]2[C:5](=[N:6][CH:7]=[CH:8][CH:9]=2)[NH:4][CH:3]=1.[CH3:11][C:12]([O:15][C:16](O[C:16]([O:15][C:12]([CH3:14])([CH3:13])[CH3:11])=[O:17])=[O:17])([CH3:14])[CH3:13].O, predict the reaction product. The product is: [Br:1][C:2]1[C:10]2[C:5](=[N:6][CH:7]=[CH:8][CH:9]=2)[N:4]([C:16]([O:15][C:12]([CH3:14])([CH3:13])[CH3:11])=[O:17])[CH:3]=1. (8) Given the reactants CCN(C(C)C)C(C)C.Cl.Cl.[CH3:12][C@H:13]1[C:21]2[C:20]([N:22]3[CH2:27][CH2:26][NH:25][CH2:24][CH2:23]3)=[N:19][CH:18]=[N:17][C:16]=2[CH2:15][S:14]1.[C:28]([O:32][C:33]([N:35]([CH:48]([CH3:50])[CH3:49])[CH2:36][CH:37]([C:41]1[CH:46]=[CH:45][C:44]([F:47])=[CH:43][CH:42]=1)[C:38](O)=[O:39])=[O:34])([CH3:31])([CH3:30])[CH3:29].F[P-](F)(F)(F)(F)F.N1(OC(N(C)C)=[N+](C)C)C2C=CC=CC=2N=N1, predict the reaction product. The product is: [F:47][C:44]1[CH:45]=[CH:46][C:41]([CH:37]([C:38]([N:25]2[CH2:26][CH2:27][N:22]([C:20]3[C:21]4[C@H:13]([CH3:12])[S:14][CH2:15][C:16]=4[N:17]=[CH:18][N:19]=3)[CH2:23][CH2:24]2)=[O:39])[CH2:36][N:35]([CH:48]([CH3:49])[CH3:50])[C:33](=[O:34])[O:32][C:28]([CH3:30])([CH3:29])[CH3:31])=[CH:42][CH:43]=1. (9) Given the reactants [Br:1][C:2]1[C:10](C)=[CH:9][C:8]([O:12][CH3:13])=[CH:7][C:3]=1[C:4](O)=O.C1C=CC(P(N=[N+]=[N-])(C2C=CC=CC=2)=[O:21])=CC=1.C([N:34]([CH:37](C)C)CC)(C)C.[C:40]([OH:44])([CH3:43])([CH3:42])[CH3:41], predict the reaction product. The product is: [C:40]([O:44][C:37](=[O:21])[NH:34][C:10]1[CH:9]=[C:8]([O:12][CH3:13])[CH:7]=[C:3]([CH3:4])[C:2]=1[Br:1])([CH3:43])([CH3:42])[CH3:41]. (10) Given the reactants [NH2:1][C:2](=O)[C@@H:3]([NH:25][C:26]([C:28]1([NH:34][C:35](=[O:41])[O:36][C:37]([CH3:40])([CH3:39])[CH3:38])[CH2:33][CH2:32][O:31][CH2:30][CH2:29]1)=[O:27])[CH2:4][C:5]1[CH:10]=[CH:9][C:8]([C:11]2[CH:12]=[CH:13][C:14]3[S:18][C:17](=[O:19])[N:16]([CH2:20][CH2:21][O:22][CH3:23])[C:15]=3[CH:24]=2)=[CH:7][CH:6]=1.CC[N+](S(N=C(OC)[O-])(=O)=O)(CC)CC, predict the reaction product. The product is: [C:2]([C@@H:3]([NH:25][C:26]([C:28]1([NH:34][C:35](=[O:41])[O:36][C:37]([CH3:39])([CH3:38])[CH3:40])[CH2:29][CH2:30][O:31][CH2:32][CH2:33]1)=[O:27])[CH2:4][C:5]1[CH:6]=[CH:7][C:8]([C:11]2[CH:12]=[CH:13][C:14]3[S:18][C:17](=[O:19])[N:16]([CH2:20][CH2:21][O:22][CH3:23])[C:15]=3[CH:24]=2)=[CH:9][CH:10]=1)#[N:1].